From a dataset of Forward reaction prediction with 1.9M reactions from USPTO patents (1976-2016). Predict the product of the given reaction. Given the reactants CC[C@@H]1[C@@H]2C[C@H]([C@@H](OC3C4C(=CC=CC=4)C(O[C@@H](C4C=CN=C5C=4C=C(OC)C=C5)[C@@H]4N5C[C@H](CC)[C@@H](CC5)C4)=NN=3)C3C=CN=C4C=3C=C([O:22]C)C=C4)N(CC2)C1.[OH2:59].[Cl:60][C:61]1[C:70]2[C:65](=[CH:66][CH:67]=[CH:68][CH:69]=2)[CH:64]=[C:63]([CH3:71])[C:62]=1[CH:72]=[CH2:73], predict the reaction product. The product is: [Cl:60][C:61]1[C:70]2[C:65](=[CH:66][CH:67]=[CH:68][CH:69]=2)[CH:64]=[C:63]([CH3:71])[C:62]=1[C@@H:72]([OH:22])[CH2:73][OH:59].